Dataset: Full USPTO retrosynthesis dataset with 1.9M reactions from patents (1976-2016). Task: Predict the reactants needed to synthesize the given product. (1) The reactants are: [CH3:1][O:2][C:3]1[CH:40]=[CH:39][C:6]([CH2:7][N:8]([CH2:30][C:31]2[CH:36]=[CH:35][C:34]([O:37][CH3:38])=[CH:33][CH:32]=2)[C:9]2[N:14]=[CH:13][C:12]([C:15]3[C:16]4[CH2:29][CH2:28][NH:27][C:17]=4[N:18]=[C:19]([N:21]4[CH2:26][CH2:25][O:24][CH2:23][CH2:22]4)[N:20]=3)=[CH:11][N:10]=2)=[CH:5][CH:4]=1.Br[C:42]1[CH:43]=[C:44]([CH:55]=[CH:56][C:57]=1[CH3:58])[C:45]([NH:47][CH2:48][C:49]1[CH:50]=[N:51][CH:52]=[CH:53][CH:54]=1)=[O:46]. Given the product [CH3:38][O:37][C:34]1[CH:33]=[CH:32][C:31]([CH2:30][N:8]([CH2:7][C:6]2[CH:5]=[CH:4][C:3]([O:2][CH3:1])=[CH:40][CH:39]=2)[C:9]2[N:10]=[CH:11][C:12]([C:15]3[C:16]4[CH2:29][CH2:28][N:27]([C:42]5[CH:43]=[C:44]([CH:55]=[CH:56][C:57]=5[CH3:58])[C:45]([NH:47][CH2:48][C:49]5[CH:50]=[N:51][CH:52]=[CH:53][CH:54]=5)=[O:46])[C:17]=4[N:18]=[C:19]([N:21]4[CH2:26][CH2:25][O:24][CH2:23][CH2:22]4)[N:20]=3)=[CH:13][N:14]=2)=[CH:36][CH:35]=1, predict the reactants needed to synthesize it. (2) Given the product [CH3:18][O:17][C:11]1[CH:10]=[CH:9][C:8]([F:7])=[CH:13][C:12]=1[CH2:14][CH:15]([OH:16])[CH2:4][CH2:3][CH:2]=[CH2:1], predict the reactants needed to synthesize it. The reactants are: [CH:1]([Mg]Br)=[CH:2][CH2:3][CH3:4].[F:7][C:8]1[CH:9]=[CH:10][C:11]([O:17][CH3:18])=[C:12]([CH2:14][CH:15]=[O:16])[CH:13]=1.[Cl-].[NH4+]. (3) Given the product [CH3:14][C:13]1[NH:12][C:10]2[N:9]([N:8]=[C:7]([C:1]3[CH:2]=[CH:3][CH:4]=[CH:5][CH:6]=3)[CH:11]=2)[C:17](=[O:18])[C:16]=1[CH2:21][C:22]([O:24][CH3:25])=[O:23], predict the reactants needed to synthesize it. The reactants are: [C:1]1([C:7]2[CH:11]=[C:10]([NH2:12])[NH:9][N:8]=2)[CH:6]=[CH:5][CH:4]=[CH:3][CH:2]=1.[C:13]([CH:16]([CH2:21][C:22]([O:24][CH3:25])=[O:23])[C:17](OC)=[O:18])(=O)[CH3:14].